From a dataset of Reaction yield outcomes from USPTO patents with 853,638 reactions. Predict the reaction yield, written as a fraction of the theoretical maximum amount of product (1.0 means a 100% yield; for example, 0.34 means a 34% yield). (1) The reactants are [NH2:1][C:2]1[CH:16]=[CH:15][CH:14]=[CH:13][C:3]=1[C:4]([NH:6][C:7]1[CH:12]=[CH:11][CH:10]=[CH:9][N:8]=1)=[O:5].[CH2:17](OC(OCC)(OCC)C)[CH3:18]. The catalyst is O. The product is [CH3:17][C:18]1[N:6]([C:7]2[CH:12]=[CH:11][CH:10]=[CH:9][N:8]=2)[C:4](=[O:5])[C:3]2[C:2](=[CH:16][CH:15]=[CH:14][CH:13]=2)[N:1]=1. The yield is 0.750. (2) The reactants are [NH2:1][C:2]1[CH:3]=[C:4]([O:23][CH2:24][CH2:25][O:26][CH3:27])[CH:5]=[C:6]2[C:10]=1[N:9]([C:11]([O:13][C:14]([CH3:17])([CH3:16])[CH3:15])=[O:12])[CH:8]([C:18]([O:20][CH2:21][CH3:22])=[O:19])[CH2:7]2.C(O[C:31]1(O[Si](C)(C)C)[CH2:33][CH2:32]1)C.C(O)(=O)C.C([BH3-])#N.[Na+]. The catalyst is C(O)C. The product is [CH:31]1([NH:1][C:2]2[CH:3]=[C:4]([O:23][CH2:24][CH2:25][O:26][CH3:27])[CH:5]=[C:6]3[C:10]=2[N:9]([C:11]([O:13][C:14]([CH3:16])([CH3:15])[CH3:17])=[O:12])[CH:8]([C:18]([O:20][CH2:21][CH3:22])=[O:19])[CH2:7]3)[CH2:33][CH2:32]1. The yield is 0.750. (3) The reactants are I[C:2]1[C:3]([NH2:18])=[N:4][C:5](=[O:17])[N:6]([CH:16]=1)[C@@H:7]1[O:15][C@H:12]([CH2:13][OH:14])[C@@H:10]([OH:11])[C@H:8]1[OH:9].[CH2:19]([NH:22][C:23](=[O:28])[C:24]([F:27])([F:26])[F:25])[C:20]#[CH:21].C(N(CC)CC)C.C(=O)(O)[O-]. The catalyst is CO.ClCCl.CN(C=O)C. The product is [F:25][C:24]([F:27])([F:26])[C:23]([NH:22][CH2:19][C:20]#[C:21][C:2]1[C:3]([NH2:18])=[N:4][C:5](=[O:17])[N:6]([CH:16]=1)[C@@H:7]1[O:15][C@H:12]([CH2:13][OH:14])[C@@H:10]([OH:11])[C@H:8]1[OH:9])=[O:28]. The yield is 0.670. (4) The reactants are [Cl:1][C:2]1[C:3]([C:8]2[CH:13]=[C:12]([C:14]([F:17])([F:16])[F:15])[CH:11]=[CH:10][C:9]=2[C:18]2[O:23][C:22](=[O:24])[C:21]3[CH:25]=[C:26](/[CH:30]=[N:31]/[O:32][CH3:33])[CH:27]=[C:28]([CH3:29])[C:20]=3[N:19]=2)=[N:4][CH:5]=[CH:6][CH:7]=1.[CH3:34][NH2:35]. The catalyst is C1COCC1. The product is [Cl:1][C:2]1[C:3]([C:8]2[CH:13]=[C:12]([C:14]([F:17])([F:16])[F:15])[CH:11]=[CH:10][C:9]=2[C:18]([NH:19][C:20]2[C:28]([CH3:29])=[CH:27][C:26](/[CH:30]=[N:31]/[O:32][CH3:33])=[CH:25][C:21]=2[C:22]([NH:35][CH3:34])=[O:24])=[O:23])=[N:4][CH:5]=[CH:6][CH:7]=1. The yield is 0.900. (5) The reactants are [F:1][C:2]1[CH:7]=[CH:6][C:5]([F:8])=[CH:4][C:3]=1[O:9][C:10]1[CH:15]=[CH:14][C:13](I)=[CH:12][CH:11]=1.[CH3:17][C:18]1([CH3:34])[C:22]([CH3:24])([CH3:23])[O:21][B:20]([B:20]2[O:21][C:22]([CH3:24])([CH3:23])[C:18]([CH3:34])([CH3:17])[O:19]2)[O:19]1.C([O-])(=O)C.[K+]. The catalyst is CN(C)C=O.O.CC([O-])=O.CC([O-])=O.[Pd+2]. The product is [F:1][C:2]1[CH:7]=[CH:6][C:5]([F:8])=[CH:4][C:3]=1[O:9][C:10]1[CH:15]=[CH:14][C:13]([B:20]2[O:21][C:22]([CH3:24])([CH3:23])[C:18]([CH3:34])([CH3:17])[O:19]2)=[CH:12][CH:11]=1. The yield is 0.750.